Dataset: Full USPTO retrosynthesis dataset with 1.9M reactions from patents (1976-2016). Task: Predict the reactants needed to synthesize the given product. The reactants are: [F:1][C:2]([C:8]1[CH:9]=[C:10]([OH:25])[C:11]2[C@@H:12]3[CH2:23][C:22]([CH3:24])=[CH:21][CH2:20][C@H:13]3[C:14]([CH3:19])([CH3:18])[O:15][C:16]=2[CH:17]=1)([F:7])[CH2:3][CH2:4][CH2:5][CH3:6].[F:26][C:27]([C:33]1[CH:34]=[C:35]([OH:50])[C:36]2[C@@H:37]3[CH:48]=[C:47]([CH3:49])[CH2:46][CH2:45][C@H:38]3[C:39]([CH3:44])([CH3:43])[O:40][C:41]=2[CH:42]=1)([F:32])[CH2:28][CH2:29][CH2:30][CH3:31].Cl[C:52](Cl)([O:54][C:55](=[O:61])OC(Cl)(Cl)Cl)Cl.[N+]([O-])([O-])=O.[O:67]([CH2:71][CH2:72][NH3+:73])[N+:68]([O-:70])=[O:69].C(N(CC)CC)C. Given the product [N+:68]([O:67][CH2:71][CH2:72][NH:73][C:55](=[O:61])[O:25][C:10]1[CH:9]=[C:8]([C:2]([F:7])([F:1])[CH2:3][CH2:4][CH2:5][CH3:6])[CH:17]=[C:16]2[C:11]=1[C@@H:12]1[CH2:23][C:22]([CH3:24])=[CH:21][CH2:20][C@H:13]1[C:14]([CH3:19])([CH3:18])[O:15]2)([O-:70])=[O:69].[N+:68]([O:67][CH2:71][CH2:72][NH:73][C:52](=[O:54])[O:50][C:35]1[CH:34]=[C:33]([C:27]([F:32])([F:26])[CH2:28][CH2:29][CH2:30][CH3:31])[CH:42]=[C:41]2[C:36]=1[C@@H:37]1[CH:48]=[C:47]([CH3:49])[CH2:46][CH2:45][C@H:38]1[C:39]([CH3:44])([CH3:43])[O:40]2)([O-:70])=[O:69], predict the reactants needed to synthesize it.